Dataset: Forward reaction prediction with 1.9M reactions from USPTO patents (1976-2016). Task: Predict the product of the given reaction. (1) Given the reactants [NH2:1][C:2]1[CH:3]=[C:4]([C:8]2[C:9]([CH3:16])([CH3:15])[CH2:10][C:11](=[O:14])[NH:12][N:13]=2)[CH:5]=[CH:6][CH:7]=1.[F:17][C:18]1[CH:23]=[C:22]([F:24])[CH:21]=[CH:20][C:19]=1[N:25]=[C:26]=[O:27].[N-]=C=O, predict the reaction product. The product is: [F:17][C:18]1[CH:23]=[C:22]([F:24])[CH:21]=[CH:20][C:19]=1[NH:25][C:26]([NH:1][C:2]1[CH:7]=[CH:6][CH:5]=[C:4]([C:8]2[C:9]([CH3:16])([CH3:15])[CH2:10][C:11](=[O:14])[NH:12][N:13]=2)[CH:3]=1)=[O:27]. (2) Given the reactants [C:1]([N:8]1[CH2:12][CH2:11][CH2:10][CH:9]1[CH2:13][C:14]([OH:16])=O)([O:3][C:4]([CH3:7])([CH3:6])[CH3:5])=[O:2].[F:17][C:18]1[CH:27]=[CH:26][C:21]([C:22]([NH:24]O)=[NH:23])=[CH:20][CH:19]=1.C1C=CC2N(O)N=NC=2C=1.CCN=C=NCCCN(C)C.Cl.C(N(CC)CC)C, predict the reaction product. The product is: [C:4]([O:3][C:1]([N:8]1[CH2:12][CH2:11][CH2:10][CH:9]1[CH2:13][C:14]1[O:16][N:24]=[C:22]([C:21]2[CH:26]=[CH:27][C:18]([F:17])=[CH:19][CH:20]=2)[N:23]=1)=[O:2])([CH3:5])([CH3:6])[CH3:7]. (3) Given the reactants Cl.Cl.Cl.[O:4]1[C:8]2[CH:9]=[CH:10][CH:11]=[C:12]([N:13]3[CH2:18][CH2:17][N:16]([CH2:19][CH2:20][C@H:21]4[CH2:26][CH2:25][C@H:24]([NH2:27])[CH2:23][CH2:22]4)[CH2:15][CH2:14]3)[C:7]=2[O:6][CH2:5]1.[OH:28][C:29]([CH3:35])([CH3:34])[CH2:30][C:31](O)=[O:32], predict the reaction product. The product is: [O:4]1[C:8]2[CH:9]=[CH:10][CH:11]=[C:12]([N:13]3[CH2:18][CH2:17][N:16]([CH2:19][CH2:20][C@H:21]4[CH2:26][CH2:25][C@H:24]([NH:27][C:31](=[O:32])[CH2:30][C:29]([OH:28])([CH3:35])[CH3:34])[CH2:23][CH2:22]4)[CH2:15][CH2:14]3)[C:7]=2[O:6][CH2:5]1. (4) Given the reactants [CH:1]([C:7]1[NH:8][C:9]2[C:14]([CH:15]=1)=[CH:13][CH:12]=[CH:11][CH:10]=2)=[CH:2][CH2:3][CH2:4][CH2:5][CH3:6].[OH-].[K+].[O:18]1[C:23](=[O:24])[CH2:22][CH2:21][CH2:20][C:19]1=[O:25].[Cl-].[NH4+], predict the reaction product. The product is: [CH:1]([C:7]1[N:8]([C:23](=[O:24])[CH2:22][CH2:21][CH2:20][C:19]([OH:25])=[O:18])[C:9]2[C:14]([CH:15]=1)=[CH:13][CH:12]=[CH:11][CH:10]=2)=[CH:2][CH2:3][CH2:4][CH2:5][CH3:6].